From a dataset of Reaction yield outcomes from USPTO patents with 853,638 reactions. Predict the reaction yield, written as a fraction of the theoretical maximum amount of product (1.0 means a 100% yield; for example, 0.34 means a 34% yield). (1) The reactants are [Br:1][C:2]1[CH:7]=[C:6]([CH:8]2[CH2:12][CH2:11][CH2:10][O:9]2)[C:5]([NH:13]C(=O)C(F)(F)F)=[C:4]([N+:20]([O-:22])=[O:21])[CH:3]=1.[OH-].[Na+]. The catalyst is O1CCOCC1.CC(OC)(C)C. The product is [Br:1][C:2]1[CH:7]=[C:6]([CH:8]2[CH2:12][CH2:11][CH2:10][O:9]2)[C:5]([NH2:13])=[C:4]([N+:20]([O-:22])=[O:21])[CH:3]=1. The yield is 0.930. (2) The reactants are [NH2:1][C:2]1[CH:7]=[C:6]([F:8])[C:5]([CH:9]([CH3:13])[C:10]([OH:12])=[O:11])=[C:4]([F:14])[CH:3]=1.O[CH2:16][CH:17]([CH2:19]O)O.[N+]([C:24]1C=CC=CC=1)([O-])=O.S(=O)(=O)(O)O.S(Cl)(Cl)=O. No catalyst specified. The product is [F:14][C:4]1[C:5]([CH:9]([CH3:13])[C:10]([O:12][CH3:24])=[O:11])=[C:6]([F:8])[CH:7]=[C:2]2[C:3]=1[CH:16]=[CH:17][CH:19]=[N:1]2. The yield is 0.560. (3) The reactants are [NH2:1][C@H:2]1[CH2:7][CH2:6][N:5]([CH2:8][CH2:9][N:10]2[C:19]3[C:14](=[CH:15][CH:16]=[C:17]([C:20]#[N:21])[CH:18]=3)[CH:13]=[CH:12][C:11]2=[O:22])[CH2:4][C@H:3]1[O:23][CH3:24].[O:25]=[C:26]1[CH2:31][O:30][C:29]2[CH:32]=[CH:33][C:34]([CH:36]=O)=[N:35][C:28]=2[NH:27]1.C(O[BH-](OC(=O)C)OC(=O)C)(=O)C.[Na+]. No catalyst specified. The product is [CH3:24][O:23][C@H:3]1[C@@H:2]([NH:1][CH2:36][C:34]2[CH:33]=[CH:32][C:29]3[O:30][CH2:31][C:26](=[O:25])[NH:27][C:28]=3[N:35]=2)[CH2:7][CH2:6][N:5]([CH2:8][CH2:9][N:10]2[C:19]3[C:14](=[CH:15][CH:16]=[C:17]([C:20]#[N:21])[CH:18]=3)[CH:13]=[CH:12][C:11]2=[O:22])[CH2:4]1. The yield is 0.550. (4) The reactants are [CH3:1][C:2]1[C:32]([CH3:33])=[CH:31][CH:30]=[CH:29][C:3]=1[NH:4][C:5](=[O:28])[CH2:6][N:7]1[C:15]2[CH:14]=[CH:13][CH:12]=[CH:11][C:10]=2[C:9]2[CH2:16][CH2:17][N:18](C(OC(C)(C)C)=O)[CH2:19][CH2:20][C:8]1=2.FC(F)(F)C(O)=O.C(Cl)[Cl:42]. No catalyst specified. The product is [ClH:42].[CH3:1][C:2]1[C:32]([CH3:33])=[CH:31][CH:30]=[CH:29][C:3]=1[NH:4][C:5](=[O:28])[CH2:6][N:7]1[C:15]2[CH:14]=[CH:13][CH:12]=[CH:11][C:10]=2[C:9]2[CH2:16][CH2:17][NH:18][CH2:19][CH2:20][C:8]1=2. The yield is 0.890. (5) The reactants are [OH:1][C:2]1[C:11]2[C:6](=[C:7]([OH:12])[CH:8]=[CH:9][CH:10]=2)[CH:5]=[CH:4][CH:3]=1.[N+:13]([C:16]1[CH:24]=[CH:23][C:19]([C:20](Cl)=[O:21])=[CH:18][CH:17]=1)([O-:15])=[O:14].[OH2:25]. The catalyst is N1C=CC=CC=1.CN(C1C=CN=CC=1)C. The product is [N+:13]([C:16]1[CH:24]=[CH:23][C:19]([C:20]([O:1][C:2]2[C:11]3[C:6](=[C:7]([O:12][C:20](=[O:21])[C:19]4[CH:23]=[CH:24][C:16]([N+:13]([O-:14])=[O:25])=[CH:17][CH:18]=4)[CH:8]=[CH:9][CH:10]=3)[CH:5]=[CH:4][CH:3]=2)=[O:21])=[CH:18][CH:17]=1)([O-:15])=[O:14]. The yield is 0.970. (6) The reactants are [I:1][C:2]1[CH:3]=[C:4]2[C:9](=[CH:10][CH:11]=1)[N:8]=[CH:7][N:6]=[C:5]2Cl.[NH2:13][C:14]1[CH:15]=[C:16]2[C:20](=[CH:21][CH:22]=1)[N:19]([S:23]([C:26]1[CH:31]=[CH:30][CH:29]=[CH:28][CH:27]=1)(=[O:25])=[O:24])[CH:18]=[CH:17]2. The catalyst is ClCCCl.C(O)(C)(C)C. The product is [C:26]1([S:23]([N:19]2[C:20]3[C:16](=[CH:15][C:14]([NH:13][C:5]4[C:4]5[C:9](=[CH:10][CH:11]=[C:2]([I:1])[CH:3]=5)[N:8]=[CH:7][N:6]=4)=[CH:22][CH:21]=3)[CH:17]=[CH:18]2)(=[O:24])=[O:25])[CH:27]=[CH:28][CH:29]=[CH:30][CH:31]=1. The yield is 0.750.